This data is from Forward reaction prediction with 1.9M reactions from USPTO patents (1976-2016). The task is: Predict the product of the given reaction. (1) Given the reactants [Cl:1][C:2]1[CH:3]=[C:4]([C:29](O)=[O:30])[CH:5]=[N:6][C:7]=1[NH:8][NH:9][C:10]([NH:12][CH:13]1[C:19]2[CH:20]=[N:21][CH:22]=[CH:23][C:18]=2[CH2:17][CH2:16][C:15]2[C:24]([F:28])=[CH:25][CH:26]=[CH:27][C:14]1=2)=[S:11].CN(C(ON1N=NC2C=CC=NC1=2)=[N+](C)C)C.F[P-](F)(F)(F)(F)F.CCN(C(C)C)C(C)C.Cl.[NH2:66][C@@H:67]1[CH2:71][CH2:70][N:69]([C:72]2[CH:77]=[CH:76][CH:75]=[CH:74][CH:73]=2)[C:68]1=[O:78], predict the reaction product. The product is: [Cl:1][C:2]1[CH:3]=[C:4]([C:29]([NH:66][C@@H:67]2[CH2:71][CH2:70][N:69]([C:72]3[CH:77]=[CH:76][CH:75]=[CH:74][CH:73]=3)[C:68]2=[O:78])=[O:30])[CH:5]=[N:6][C:7]=1[NH:8][NH:9][C:10]([NH:12][CH:13]1[C:19]2[CH:20]=[N:21][CH:22]=[CH:23][C:18]=2[CH2:17][CH2:16][C:15]2[C:24]([F:28])=[CH:25][CH:26]=[CH:27][C:14]1=2)=[S:11]. (2) Given the reactants [NH2:1][C:2]1[N:7]=[C:6]([CH3:8])[C:5]([CH2:9][NH:10][C:11](=[O:33])[CH2:12][C:13]2[C:18]([C:19]#[N:20])=[CH:17][CH:16]=[C:15]([NH:21][CH2:22][C:23]([F:31])([F:30])[C:24]3[CH:29]=[CH:28][CH:27]=[CH:26][N:25]=3)[C:14]=2[F:32])=[CH:4][CH:3]=1.[ClH:34], predict the reaction product. The product is: [ClH:34].[NH2:1][C:2]1[N:7]=[C:6]([CH3:8])[C:5]([CH2:9][NH:10][C:11](=[O:33])[CH2:12][C:13]2[C:18]([C:19]#[N:20])=[CH:17][CH:16]=[C:15]([NH:21][CH2:22][C:23]([F:30])([F:31])[C:24]3[CH:29]=[CH:28][CH:27]=[CH:26][N:25]=3)[C:14]=2[F:32])=[CH:4][CH:3]=1. (3) Given the reactants Cl[C:2]1[C:7]([C:8](=[O:17])[C:9](=[N:15][NH2:16])[C:10]([O:12][CH2:13][CH3:14])=[O:11])=[CH:6][C:5]([I:18])=[CH:4][N:3]=1.C(=O)(O)[O-].[Na+].O.C(OCC)(=O)C, predict the reaction product. The product is: [I:18][C:5]1[CH:4]=[N:3][C:2]2[NH:16][N:15]=[C:9]([C:10]([O:12][CH2:13][CH3:14])=[O:11])[C:8](=[O:17])[C:7]=2[CH:6]=1. (4) Given the reactants S(Cl)([Cl:3])=O.[CH2:5]([O:12][C:13]1[CH:18]=[CH:17][C:16]([CH2:19]O)=[CH:15][C:14]=1[C:21]([F:24])([F:23])[F:22])[C:6]1[CH:11]=[CH:10][CH:9]=[CH:8][CH:7]=1, predict the reaction product. The product is: [CH2:5]([O:12][C:13]1[CH:18]=[CH:17][C:16]([CH2:19][Cl:3])=[CH:15][C:14]=1[C:21]([F:24])([F:23])[F:22])[C:6]1[CH:11]=[CH:10][CH:9]=[CH:8][CH:7]=1. (5) Given the reactants Br[C:2]1[CH:12]=[CH:11][C:5]([O:6][CH:7]2[CH2:10][O:9][CH2:8]2)=[CH:4][C:3]=1[F:13].[B:14]1([B:14]2[O:18][C:17]([CH3:20])([CH3:19])[C:16]([CH3:22])([CH3:21])[O:15]2)[O:18][C:17]([CH3:20])([CH3:19])[C:16]([CH3:22])([CH3:21])[O:15]1.C([O-])(=O)C.[K+].CCOC(C)=O, predict the reaction product. The product is: [F:13][C:3]1[CH:4]=[C:5]([O:6][CH:7]2[CH2:10][O:9][CH2:8]2)[CH:11]=[CH:12][C:2]=1[B:14]1[O:18][C:17]([CH3:20])([CH3:19])[C:16]([CH3:22])([CH3:21])[O:15]1. (6) Given the reactants [C:1](OC(=O)C)(=[O:3])[CH3:2].N1C=CC=CC=1.[CH2:14]([O:16][C:17](=[O:27])/[CH:18]=[C:19](\[NH2:26])/[CH2:20][C@@H:21]([CH3:25])/[CH:22]=[CH:23]/[CH3:24])[CH3:15], predict the reaction product. The product is: [CH2:14]([O:16][C:17](=[O:27])/[CH:18]=[C:19](\[NH:26][C:1](=[O:3])[CH3:2])/[CH2:20][C@@H:21]([CH3:25])/[CH:22]=[CH:23]/[CH3:24])[CH3:15].